From a dataset of Full USPTO retrosynthesis dataset with 1.9M reactions from patents (1976-2016). Predict the reactants needed to synthesize the given product. (1) Given the product [I-:41].[C:23]([O:22][C:21]([N:20]([CH2:19][C@@H:10]1[C@@H:11]([C:13]2[CH:18]=[CH:17][CH:16]=[CH:15][CH:14]=2)[CH2:12][N:8]([C:6]([N:1]2[CH:5]=[CH:4][N+:3]([CH3:40])=[CH:2]2)=[O:7])[CH2:9]1)[C@@H:28]([C:30]1[C:39]2[C:34](=[CH:35][CH:36]=[CH:37][CH:38]=2)[CH:33]=[CH:32][CH:31]=1)[CH3:29])=[O:27])([CH3:25])([CH3:24])[CH3:26], predict the reactants needed to synthesize it. The reactants are: [N:1]1([C:6]([N:8]2[CH2:12][C@H:11]([C:13]3[CH:18]=[CH:17][CH:16]=[CH:15][CH:14]=3)[C@@H:10]([CH2:19][N:20]([C@@H:28]([C:30]3[C:39]4[C:34](=[CH:35][CH:36]=[CH:37][CH:38]=4)[CH:33]=[CH:32][CH:31]=3)[CH3:29])[C:21](=[O:27])[O:22][C:23]([CH3:26])([CH3:25])[CH3:24])[CH2:9]2)=[O:7])[CH:5]=[CH:4][N:3]=[CH:2]1.[CH3:40][I:41]. (2) Given the product [CH3:34][CH:33]([CH3:35])[C@H:28]([N:23]1[CH2:22][C:21]2[C:25](=[CH:26][C:18]([C:15]3[CH:14]=[CH:13][C:12]([NH:11][C:9](=[O:10])[C:8]4[CH:36]=[CH:37][C:5]([CH2:44][CH2:39][CH2:40][CH2:41][CH3:42])=[CH:6][CH:7]=4)=[CH:17][N:16]=3)=[CH:19][CH:20]=2)[C:24]1=[O:27])[C:29]([O:31][CH3:32])=[O:30], predict the reactants needed to synthesize it. The reactants are: C([C:5]1[CH:37]=[CH:36][C:8]([C:9]([NH:11][C:12]2[CH:13]=[CH:14][C:15]([C:18]3[CH:26]=[C:25]4[C:21]([CH2:22][N:23]([C@@H:28]([CH:33]([CH3:35])[CH3:34])[C:29]([O:31][CH3:32])=[O:30])[C:24]4=[O:27])=[CH:20][CH:19]=3)=[N:16][CH:17]=2)=[O:10])=[CH:7][CH:6]=1)(C)(C)C.N[C:39]1[CH:40]=[CH:41][C:42]([C:40]2[CH:41]=[C:42]3C(CN([C@@H](C(C)C)C(OC)=O)C3=O)=[CH:44][CH:39]=2)=N[CH:44]=1.C(C1C=CC(C(Cl)=O)=CC=1)CCCC. (3) Given the product [NH2:1][C:2]1[CH:7]=[CH:6][CH:5]=[CH:4][C:3]=1[NH:8][C:9](=[O:17])[C:10]1[CH:15]=[CH:14][C:13]([C:36]([CH2:37][N:19]2[CH2:20][CH2:21][C:22]3[C:27](=[CH:26][CH:25]=[CH:24][CH:23]=3)[CH2:18]2)=[CH2:35])=[CH:12][CH:11]=1, predict the reactants needed to synthesize it. The reactants are: [NH2:1][C:2]1[CH:7]=[CH:6][CH:5]=[CH:4][C:3]=1[NH:8][C:9](=[O:17])[C:10]1[CH:15]=[CH:14][C:13](I)=[CH:12][CH:11]=1.[CH2:18]1[C:27]2[C:22](=[CH:23][CH:24]=[CH:25][CH:26]=2)[CH2:21][CH2:20][NH:19]1.C(=O)([O-])[O-].[K+].[K+].O1C=[CH:37][CH:36]=[C:35]1P(C1OC=CC=1)C1OC=CC=1.C=C=C. (4) Given the product [F:1][C:2]1([C:8]2[CH:15]=[CH:14][C:11]([C:12](=[N:17][OH:18])[NH2:13])=[CH:10][CH:9]=2)[CH2:7][CH2:6][O:5][CH2:4][CH2:3]1, predict the reactants needed to synthesize it. The reactants are: [F:1][C:2]1([C:8]2[CH:15]=[CH:14][C:11]([C:12]#[N:13])=[CH:10][CH:9]=2)[CH2:7][CH2:6][O:5][CH2:4][CH2:3]1.Cl.[NH2:17][OH:18].C(N(CC)CC)C. (5) Given the product [CH:1]1([N:4]([CH:20]2[CH2:25][CH2:24][N:23]([CH2:31][C:28]3([C:27]([F:38])([F:37])[F:26])[CH2:30][CH2:29]3)[CH2:22][CH2:21]2)[C:5]([C:7]2[CH:11]=[C:10]([C:12]3[CH:13]=[CH:14][C:15]([C:18]#[N:19])=[CH:16][CH:17]=3)[O:9][N:8]=2)=[O:6])[CH2:3][CH2:2]1, predict the reactants needed to synthesize it. The reactants are: [CH:1]1([N:4]([CH:20]2[CH2:25][CH2:24][NH:23][CH2:22][CH2:21]2)[C:5]([C:7]2[CH:11]=[C:10]([C:12]3[CH:17]=[CH:16][C:15]([C:18]#[N:19])=[CH:14][CH:13]=3)[O:9][N:8]=2)=[O:6])[CH2:3][CH2:2]1.[F:26][C:27]([F:38])([F:37])[C:28]1([CH2:31]OS(C)(=O)=O)[CH2:30][CH2:29]1. (6) Given the product [C:1]([O:5][C:6]([N:8]1[CH2:13][CH2:12][O:11][C@@H:10]([C:14]2[CH:19]=[CH:18][C:17]([N:20]([C:21]3[CH:22]=[CH:23][C:24]([Cl:27])=[CH:25][CH:26]=3)[CH3:31])=[CH:16][CH:15]=2)[CH2:9]1)=[O:7])([CH3:4])([CH3:2])[CH3:3], predict the reactants needed to synthesize it. The reactants are: [C:1]([O:5][C:6]([N:8]1[CH2:13][CH2:12][O:11][C@@H:10]([C:14]2[CH:19]=[CH:18][C:17]([NH:20][C:21]3[CH:26]=[CH:25][C:24]([Cl:27])=[CH:23][CH:22]=3)=[CH:16][CH:15]=2)[CH2:9]1)=[O:7])([CH3:4])([CH3:3])[CH3:2].[H-].[Na+].I[CH3:31].[Na+].[Cl-].